This data is from Reaction yield outcomes from USPTO patents with 853,638 reactions. The task is: Predict the reaction yield, written as a fraction of the theoretical maximum amount of product (1.0 means a 100% yield; for example, 0.34 means a 34% yield). (1) The reactants are Br[CH2:2][CH:3]=[CH2:4].[N:5]1([C:12]2[CH:22]=[CH:21][C:15]([C:16]([O:18][CH2:19][CH3:20])=[O:17])=[CH:14][CH:13]=2)[CH2:11][CH2:10][CH2:9][NH:8][CH2:7][CH2:6]1.CCN(C(C)C)C(C)C. The catalyst is ClCCl. The yield is 0.485. The product is [CH2:2]([N:8]1[CH2:9][CH2:10][CH2:11][N:5]([C:12]2[CH:13]=[CH:14][C:15]([C:16]([O:18][CH2:19][CH3:20])=[O:17])=[CH:21][CH:22]=2)[CH2:6][CH2:7]1)[CH:3]=[CH2:4]. (2) The reactants are [Cl:1][C:2]1[CH:7]=[CH:6][C:5]([CH:8]2[CH2:16][CH2:15][CH2:14][C:13]3[C:9]2=[CH:10][N:11](S(C2C=CC(C)=CC=2)(=O)=O)[N:12]=3)=[CH:4][CH:3]=1.[OH-].[K+]. The catalyst is CO. The product is [Cl:1][C:2]1[CH:3]=[CH:4][C:5]([CH:8]2[CH2:16][CH2:15][CH2:14][C:13]3[C:9]2=[CH:10][NH:11][N:12]=3)=[CH:6][CH:7]=1. The yield is 0.380. (3) The reactants are [CH3:1][O:2][C:3]([C:5]1[C:22]([NH:23][C:24]2[CH:29]=[CH:28][C:27]([Br:30])=[CH:26][C:25]=2[Cl:31])=[C:21]([F:32])[C:8]2[N:9]=[CH:10][N:11]([CH2:12][CH2:13][C:14]([O:16]C(C)(C)C)=[O:15])[C:7]=2[CH:6]=1)=[O:4].[C:33]([OH:39])([C:35]([F:38])([F:37])[F:36])=[O:34]. The catalyst is C(Cl)Cl. The product is [OH:39][C:33]([C:35]([F:38])([F:37])[F:36])=[O:34].[CH3:1][O:2][C:3]([C:5]1[C:22]([NH:23][C:24]2[CH:29]=[CH:28][C:27]([Br:30])=[CH:26][C:25]=2[Cl:31])=[C:21]([F:32])[C:8]2[N:9]=[CH:10][N:11]([CH2:12][CH2:13][C:14]([OH:16])=[O:15])[C:7]=2[CH:6]=1)=[O:4]. The yield is 0.880. (4) The reactants are [CH2:1]([O:8][C:9]1[C:14]([N+:15]([O-:17])=[O:16])=[C:13](Cl)[CH:12]=[CH:11][N:10]=1)[C:2]1[CH:7]=[CH:6][CH:5]=[CH:4][CH:3]=1.[C:19]1(B(O)O)[CH:24]=[CH:23][CH:22]=[CH:21][CH:20]=1.O.O.O.O.O.O.O.O.[OH-].[Ba+2].[OH-].C(COC)OC. The catalyst is [Pd](Cl)Cl.C1(P(C2C=CC=CC=2)C2C=CC=CC=2)C=CC=CC=1.C1(P(C2C=CC=CC=2)C2C=CC=CC=2)C=CC=CC=1.C(OCC)(=O)C.O. The product is [CH2:1]([O:8][C:9]1[C:14]([N+:15]([O-:17])=[O:16])=[C:13]([C:19]2[CH:24]=[CH:23][CH:22]=[CH:21][CH:20]=2)[CH:12]=[CH:11][N:10]=1)[C:2]1[CH:7]=[CH:6][CH:5]=[CH:4][CH:3]=1. The yield is 0.730. (5) The reactants are Br[C:2]1[CH:3]=[C:4]([CH:7]=[CH:8][CH:9]=1)[C:5]#[N:6].[C:10]1([C:16]([C:19]2[CH:24]=[CH:23][CH:22]=[CH:21][CH:20]=2)=[N:17][NH2:18])[CH:15]=[CH:14][CH:13]=[CH:12][CH:11]=1. The catalyst is C1(C)C=CC=CC=1.CC([O-])=O.CC([O-])=O.[Pd+2].C1C=CC(P(C2C=CC=CC=2)[C-]2C=CC=C2)=CC=1.C1C=CC(P(C2C=CC=CC=2)[C-]2C=CC=C2)=CC=1.[Fe+2]. The product is [C:10]1([C:16]([C:19]2[CH:24]=[CH:23][CH:22]=[CH:21][CH:20]=2)=[N:17][NH:18][C:2]2[CH:3]=[C:4]([CH:7]=[CH:8][CH:9]=2)[C:5]#[N:6])[CH:11]=[CH:12][CH:13]=[CH:14][CH:15]=1. The yield is 0.980. (6) The reactants are [C:1]([CH2:3][CH2:4][CH2:5][C:6]1([C:17]#[N:18])[CH2:11][CH2:10][N:9]([C:12]([O:14][CH2:15][CH3:16])=[O:13])[CH2:8][CH2:7]1)#[N:2].C([N-]C(C)C)(C)C.[Li+].Cl. The catalyst is O1CCCC1. The product is [OH2:13].[C:1]([CH:3]1[CH2:4][CH2:5][C:6]2([CH2:11][CH2:10][N:9]([C:12]([O:14][CH2:15][CH3:16])=[O:13])[CH2:8][CH2:7]2)[C:17]1=[NH:18])#[N:2].[CH2:15]([O:14][C:12]([N:9]1[CH2:10][CH2:11][C:6]2([C:17](=[NH:18])[CH:3]([C:1]#[N:2])[CH2:4][CH2:5]2)[CH2:7][CH2:8]1)=[O:13])[CH3:16]. The yield is 0.360. (7) The reactants are [CH3:1][N:2]([S:25]([C:28]1[CH:33]=[CH:32][CH:31]=[CH:30][N:29]=1)(=[O:27])=[O:26])[C:3]1[CH:4]=[C:5]([O:17][CH2:18][CH2:19][CH2:20][S:21]([CH3:24])(=[O:23])=[O:22])[CH:6]=[C:7]2[C:11]=1[NH:10][C:9]([C:12]([O:14]CC)=[O:13])=[CH:8]2.[OH-].[Na+].C(O)C.Cl. The catalyst is O.O1CCCC1. The product is [CH3:1][N:2]([S:25]([C:28]1[CH:33]=[CH:32][CH:31]=[CH:30][N:29]=1)(=[O:27])=[O:26])[C:3]1[CH:4]=[C:5]([O:17][CH2:18][CH2:19][CH2:20][S:21]([CH3:24])(=[O:23])=[O:22])[CH:6]=[C:7]2[C:11]=1[NH:10][C:9]([C:12]([OH:14])=[O:13])=[CH:8]2. The yield is 0.980.